Dataset: Reaction yield outcomes from USPTO patents with 853,638 reactions. Task: Predict the reaction yield, written as a fraction of the theoretical maximum amount of product (1.0 means a 100% yield; for example, 0.34 means a 34% yield). (1) The reactants are [Cl:1][C:2]1[CH:7]=[CH:6][CH:5]=[CH:4][C:3]=1[S:8][C:9]1[CH:10]=[C:11]([O:27][C:28]2[CH:35]=[CH:34][C:31]([CH:32]=[O:33])=[CH:30][CH:29]=2)[CH:12]=[N:13][C:14]=1[NH:15][C:16]1[S:20][N:19]=[C:18]([CH:21]2[CH2:26][CH2:25][NH:24][CH2:23][CH2:22]2)[N:17]=1.C(N(CC)CC)C.[C:43](OC(=O)C)(=[O:45])[CH3:44].C(=O)(O)[O-].[Na+]. The catalyst is C(Cl)Cl. The product is [C:43]([N:24]1[CH2:25][CH2:26][CH:21]([C:18]2[N:17]=[C:16]([NH:15][C:14]3[N:13]=[CH:12][C:11]([O:27][C:28]4[CH:29]=[CH:30][C:31]([CH:32]=[O:33])=[CH:34][CH:35]=4)=[CH:10][C:9]=3[S:8][C:3]3[CH:4]=[CH:5][CH:6]=[CH:7][C:2]=3[Cl:1])[S:20][N:19]=2)[CH2:22][CH2:23]1)(=[O:45])[CH3:44]. The yield is 0.968. (2) The reactants are [CH2:1]([C:8]1[N:9]([CH2:20][C:21]2[CH:26]=[CH:25][C:24]([C:27]3[CH:32]=[CH:31][CH:30]=[CH:29][CH:28]=3)=[CH:23][CH:22]=2)[N:10]=[C:11]2[C:16]=1[C:15](=[O:17])[N:14]([CH3:18])[C:13](Cl)=[N:12]2)[C:2]1[CH:7]=[CH:6][CH:5]=[CH:4][CH:3]=1.[NH2:33][C:34]([CH3:38])([CH3:37])[CH2:35][OH:36]. The catalyst is CN(C=O)C. The product is [CH2:1]([C:8]1[N:9]([CH2:20][C:21]2[CH:26]=[CH:25][C:24]([C:27]3[CH:32]=[CH:31][CH:30]=[CH:29][CH:28]=3)=[CH:23][CH:22]=2)[N:10]=[C:11]2[C:16]=1[C:15](=[O:17])[N:14]([CH3:18])[C:13](=[N:33][C:34]([CH3:38])([CH3:37])[CH2:35][OH:36])[NH:12]2)[C:2]1[CH:7]=[CH:6][CH:5]=[CH:4][CH:3]=1. The yield is 0.520.